This data is from NCI-60 drug combinations with 297,098 pairs across 59 cell lines. The task is: Regression. Given two drug SMILES strings and cell line genomic features, predict the synergy score measuring deviation from expected non-interaction effect. (1) Drug 1: C1=CN(C(=O)N=C1N)C2C(C(C(O2)CO)O)O.Cl. Drug 2: CC(C)CN1C=NC2=C1C3=CC=CC=C3N=C2N. Cell line: A498. Synergy scores: CSS=16.6, Synergy_ZIP=-3.17, Synergy_Bliss=2.52, Synergy_Loewe=1.76, Synergy_HSA=2.44. (2) Cell line: SF-295. Synergy scores: CSS=-1.06, Synergy_ZIP=-0.296, Synergy_Bliss=2.85, Synergy_Loewe=-5.72, Synergy_HSA=-1.60. Drug 2: C(CN)CNCCSP(=O)(O)O. Drug 1: CN1C(=O)N2C=NC(=C2N=N1)C(=O)N. (3) Drug 1: C1=C(C(=O)NC(=O)N1)N(CCCl)CCCl. Drug 2: C(CC(=O)O)C(=O)CN.Cl. Cell line: SK-MEL-28. Synergy scores: CSS=12.3, Synergy_ZIP=-8.38, Synergy_Bliss=-6.63, Synergy_Loewe=-6.49, Synergy_HSA=-4.54. (4) Cell line: PC-3. Drug 1: CCCCC(=O)OCC(=O)C1(CC(C2=C(C1)C(=C3C(=C2O)C(=O)C4=C(C3=O)C=CC=C4OC)O)OC5CC(C(C(O5)C)O)NC(=O)C(F)(F)F)O. Synergy scores: CSS=36.9, Synergy_ZIP=3.43, Synergy_Bliss=5.03, Synergy_Loewe=-16.1, Synergy_HSA=3.92. Drug 2: C1CC(=O)NC(=O)C1N2C(=O)C3=CC=CC=C3C2=O. (5) Drug 1: CN(C)N=NC1=C(NC=N1)C(=O)N. Drug 2: C1=CC=C(C(=C1)C(C2=CC=C(C=C2)Cl)C(Cl)Cl)Cl. Cell line: HL-60(TB). Synergy scores: CSS=21.0, Synergy_ZIP=15.3, Synergy_Bliss=13.4, Synergy_Loewe=9.03, Synergy_HSA=13.9.